From a dataset of Peptide-MHC class II binding affinity with 134,281 pairs from IEDB. Regression. Given a peptide amino acid sequence and an MHC pseudo amino acid sequence, predict their binding affinity value. This is MHC class II binding data. (1) The peptide sequence is AASGADGTYDITKLG. The MHC is DRB1_0802 with pseudo-sequence DRB1_0802. The binding affinity (normalized) is 0.0670. (2) The peptide sequence is VEIAIFQPQNGQFIH. The MHC is DRB1_0101 with pseudo-sequence DRB1_0101. The binding affinity (normalized) is 0.175. (3) The peptide sequence is TFHVEKGSNPNYLAL. The MHC is HLA-DQA10102-DQB10602 with pseudo-sequence HLA-DQA10102-DQB10602. The binding affinity (normalized) is 0.196. (4) The MHC is DRB1_0301 with pseudo-sequence DRB1_0301. The peptide sequence is QRTVAVYSLKIAGWHGPKAPYTSTLLPPEL. The binding affinity (normalized) is 0.281.